From a dataset of Drug-target binding data from BindingDB using IC50 measurements. Regression. Given a target protein amino acid sequence and a drug SMILES string, predict the binding affinity score between them. We predict pIC50 (pIC50 = -log10(IC50 in M); higher means more potent). Dataset: bindingdb_ic50. The target protein (Q11201) has sequence MVTLRKRTLKVLTFLVLFIFLTSFFLNYSHTMVATTWFPKQMVLELSENLKRLIKHRPCTCTHCIGQRKLSAWFDERFNQTMQPLLTAQNALLEDDTYRWWLRLQREKKPNNLNDTIKELFRVVPGNVDPMLEKRSVGCRRCAVVGNSGNLRESSYGPEIDSHDFVLRMNKAPTAGFEADVGTKTTHHLVYPESFRELGDNVSMILVPFKTIDLEWVVSAITTGTISHTYIPVPAKIRVKQDKILIYHPAFIKYVFDNWLQGHGRYPSTGILSVIFSMHVCDEVDLYGFGADSKGNWHHYWENNPSAGAFRKTGVHDADFESNVTATLASINKIRIFKGR. The small molecule is Nc1nc2c(ncn2[C@@H]2O[C@H](COP(=O)(O)OP(=O)(O)O)[C@@H](O)[C@H]2O)c(=O)[nH]1. The pIC50 is 3.7.